This data is from Full USPTO retrosynthesis dataset with 1.9M reactions from patents (1976-2016). The task is: Predict the reactants needed to synthesize the given product. (1) Given the product [C:5](=[O:6])([O-:8])[O-:7].[Zr+4:4].[C:5](=[O:6])([O-:8])[O-:7].[O:1]([Cl:3])[Cl:2].[Zr:4], predict the reactants needed to synthesize it. The reactants are: [O:1]([Cl:3])[Cl:2].[Zr:4].[C:5](=[O:8])([O-:7])[O-:6].[Zr+4].[Na+]. (2) Given the product [CH2:11]([CH:18]1[C:24]([CH3:26])=[N:10][N:9]([C:6]2[CH:7]=[CH:8][C:3]([Br:2])=[CH:4][CH:5]=2)[C:19]1=[O:20])[C:12]1[CH:17]=[CH:16][CH:15]=[CH:14][CH:13]=1, predict the reactants needed to synthesize it. The reactants are: Cl.[Br:2][C:3]1[CH:8]=[CH:7][C:6]([NH:9][NH2:10])=[CH:5][CH:4]=1.[CH2:11]([CH:18]([C:24]([CH3:26])=O)[C:19](OCC)=[O:20])[C:12]1[CH:17]=[CH:16][CH:15]=[CH:14][CH:13]=1. (3) Given the product [Cl:18][C:2]1[S:3][C:4]2[C:10]([Cl:11])=[CH:9][CH:8]=[C:7]([CH3:12])[C:5]=2[N:6]=1, predict the reactants needed to synthesize it. The reactants are: N[C:2]1[S:3][C:4]2[C:10]([Cl:11])=[CH:9][CH:8]=[C:7]([CH3:12])[C:5]=2[N:6]=1.N([O-])=O.[Na+].[Na+].[Cl-:18]. (4) Given the product [CH:20]([C:23]1[N:24]=[C:25]([CH2:28][CH2:29][C:30]2[CH:42]=[CH:41][N:33]3[C:34](=[O:40])[C:35](/[CH:38]=[C:9](\[CH3:17])/[C:10]([O:12][C:13]([CH3:14])([CH3:15])[CH3:16])=[O:11])=[CH:36][N:37]=[C:32]3[CH:31]=2)[S:26][CH:27]=1)([CH3:22])[CH3:21], predict the reactants needed to synthesize it. The reactants are: C(OP([CH:9]([CH3:17])[C:10]([O:12][C:13]([CH3:16])([CH3:15])[CH3:14])=[O:11])(OCC)=O)C.[H-].[Na+].[CH:20]([C:23]1[N:24]=[C:25]([CH2:28][CH2:29][C:30]2[CH:42]=[CH:41][N:33]3[C:34](=[O:40])[C:35]([CH:38]=O)=[CH:36][N:37]=[C:32]3[CH:31]=2)[S:26][CH:27]=1)([CH3:22])[CH3:21].C(=O)([O-])O.[Na+].